Dataset: Reaction yield outcomes from USPTO patents with 853,638 reactions. Task: Predict the reaction yield, written as a fraction of the theoretical maximum amount of product (1.0 means a 100% yield; for example, 0.34 means a 34% yield). (1) The reactants are [CH2:1]([N:3]1[C:7]([C:8]2[N:13]=[C:12]([C:14]3[CH:19]=[CH:18][CH:17]=[C:16]([C:20]#[C:21][C@:22]4([OH:29])[CH2:26][CH2:25][N:24]([CH3:27])[C:23]4=[O:28])[CH:15]=3)[N:11]=[C:10]([C:30]([OH:32])=O)[CH:9]=2)=[CH:6][CH:5]=[N:4]1)[CH3:2].[Cl-].[NH4+:34]. No catalyst specified. The product is [CH2:1]([N:3]1[C:7]([C:8]2[N:13]=[C:12]([C:14]3[CH:19]=[CH:18][CH:17]=[C:16]([C:20]#[C:21][C@:22]4([OH:29])[CH2:26][CH2:25][N:24]([CH3:27])[C:23]4=[O:28])[CH:15]=3)[N:11]=[C:10]([C:30]([NH2:34])=[O:32])[CH:9]=2)=[CH:6][CH:5]=[N:4]1)[CH3:2]. The yield is 0.280. (2) The reactants are [Cl:1][C:2]1[CH:21]=[CH:20][CH:19]=[C:18]([Cl:22])[C:3]=1[CH2:4][CH:5]1[CH2:9][CH2:8][N:7]([CH:10]2[CH2:15][CH2:14][C:13](=O)[CH2:12][CH2:11]2)[C:6]1=[O:17].[Br-].[C:24]([CH2:29]P(C1C=CC=CC=1)(C1C=CC=CC=1)C1C=CC=CC=1)([O:26][CH2:27][CH3:28])=[O:25].[O-]CC.[Na+]. The catalyst is C(O)C. The product is [Cl:1][C:2]1[CH:21]=[CH:20][CH:19]=[C:18]([Cl:22])[C:3]=1[CH2:4][CH:5]1[CH2:9][CH2:8][N:7]([CH:10]2[CH2:15][CH2:14][C:13](=[CH:29][C:24]([O:26][CH2:27][CH3:28])=[O:25])[CH2:12][CH2:11]2)[C:6]1=[O:17]. The yield is 0.880. (3) The reactants are [NH2:1][C:2]1[CH:9]=[CH:8][C:5]([C:6]#[N:7])=[CH:4][CH:3]=1.[H-].[Na+].[CH2:12]([N:19]1[C:23]2[N:24]=[C:25](F)[N:26]=[C:27]([O:28][C:29]3[C:36]([CH3:37])=[CH:35][C:32]([C:33]#[N:34])=[CH:31][C:30]=3[CH3:38])[C:22]=2[CH:21]=[CH:20]1)[C:13]1[CH:18]=[CH:17][CH:16]=[CH:15][CH:14]=1. No catalyst specified. The product is [CH2:12]([N:19]1[C:23]2[N:24]=[C:25]([NH:1][C:2]3[CH:9]=[CH:8][C:5]([C:6]#[N:7])=[CH:4][CH:3]=3)[N:26]=[C:27]([O:28][C:29]3[C:30]([CH3:38])=[CH:31][C:32]([C:33]#[N:34])=[CH:35][C:36]=3[CH3:37])[C:22]=2[CH:21]=[CH:20]1)[C:13]1[CH:18]=[CH:17][CH:16]=[CH:15][CH:14]=1. The yield is 0.650. (4) The catalyst is C(Cl)Cl.C(O)(C(F)(F)F)=O. The reactants are [CH3:1][O:2][C:3]1[CH:4]=[C:5]2[C:10](=[CH:11][C:12]=1[O:13][CH2:14][CH2:15][N:16](C)[C:17](C(C)(C)C)=O)[N:9]=[CH:8][N:7]([CH2:24][O:25][C:26](=[O:31])[C:27]([CH3:30])([CH3:29])[CH3:28])[C:6]2=[O:32].C1(C)C=CC=CC=1. The product is [CH3:1][O:2][C:3]1[CH:4]=[C:5]2[C:10](=[CH:11][C:12]=1[O:13][CH2:14][CH2:15][NH:16][CH3:17])[N:9]=[CH:8][N:7]([CH2:24][O:25][C:26](=[O:31])[C:27]([CH3:28])([CH3:30])[CH3:29])[C:6]2=[O:32]. The yield is 0.730. (5) The reactants are I[C:2]1[CH:12]=[CH:11][C:5]([C:6]([O:8][CH2:9][CH3:10])=[O:7])=[CH:4][CH:3]=1.[C:13]([O:17][C:18]([N:20]1[CH2:24][CH2:23][CH2:22][CH:21]1[C:25]#[CH:26])=[O:19])([CH3:16])([CH3:15])[CH3:14].O. The catalyst is N(C(C)C)C(C)C.C1C=CC([P]([Pd]([P](C2C=CC=CC=2)(C2C=CC=CC=2)C2C=CC=CC=2)([P](C2C=CC=CC=2)(C2C=CC=CC=2)C2C=CC=CC=2)[P](C2C=CC=CC=2)(C2C=CC=CC=2)C2C=CC=CC=2)(C2C=CC=CC=2)C2C=CC=CC=2)=CC=1.[Cu]I. The product is [C:13]([O:17][C:18]([N:20]1[CH2:24][CH2:23][CH2:22][CH:21]1[C:25]#[C:26][C:2]1[CH:12]=[CH:11][C:5]([C:6]([O:8][CH2:9][CH3:10])=[O:7])=[CH:4][CH:3]=1)=[O:19])([CH3:16])([CH3:15])[CH3:14]. The yield is 0.810. (6) The reactants are CS(O[CH2:6][C:7]1([CH2:11][O:12][CH2:13][C:14]2[CH:19]=[CH:18][CH:17]=[CH:16][CH:15]=2)[CH2:10][CH2:9][CH2:8]1)(=O)=O.[C-:20]#[N:21].[K+]. The catalyst is CN(C)C=O.O.CCOCC. The product is [CH2:13]([O:12][CH2:11][C:7]1([CH2:6][C:20]#[N:21])[CH2:10][CH2:9][CH2:8]1)[C:14]1[CH:19]=[CH:18][CH:17]=[CH:16][CH:15]=1. The yield is 0.880.